This data is from Forward reaction prediction with 1.9M reactions from USPTO patents (1976-2016). The task is: Predict the product of the given reaction. (1) Given the reactants FC(F)(F)C([NH:5][CH2:6][CH2:7][C:8]1[CH:13]=[CH:12][C:11]([S:14][C:15]2[CH:20]=[CH:19][C:18]([OH:21])=[CH:17][CH:16]=2)=[CH:10][CH:9]=1)=O.[OH-].[Na+], predict the reaction product. The product is: [NH2:5][CH2:6][CH2:7][C:8]1[CH:9]=[CH:10][C:11]([S:14][C:15]2[CH:16]=[CH:17][C:18]([OH:21])=[CH:19][CH:20]=2)=[CH:12][CH:13]=1. (2) Given the reactants [CH3:1][C:2]1([CH3:22])[CH2:7][C:6]([CH3:9])([CH3:8])[CH2:5][CH:4]([C:10]2[CH:15]=[CH:14][CH:13]=[CH:12][C:11]=2[N:16]2[CH2:21][CH2:20][NH:19][CH2:18][CH2:17]2)[CH2:3]1.[CH3:23][CH:24]1[CH2:26][CH:25]1[CH:27]=O.C(O[BH-](OC(=O)C)OC(=O)C)(=O)C.[Na+].C(O)(=O)C.C(=O)([O-])O.[Na+], predict the reaction product. The product is: [CH3:23][CH:24]1[CH2:26][CH:25]1[CH2:27][N:19]1[CH2:18][CH2:17][N:16]([C:11]2[CH:12]=[CH:13][CH:14]=[CH:15][C:10]=2[CH:4]2[CH2:3][C:2]([CH3:22])([CH3:1])[CH2:7][C:6]([CH3:8])([CH3:9])[CH2:5]2)[CH2:21][CH2:20]1. (3) Given the reactants [Cl:1][C:2]1[CH:14]=[CH:13][C:5]([CH2:6][C:7]2[CH:12]=[CH:11][N:10]=[CH:9][CH:8]=2)=[CH:4][CH:3]=1.[CH2:15]([Li])[CH2:16]CC.C(Br)C=C, predict the reaction product. The product is: [Cl:1][C:2]1[CH:14]=[CH:13][C:5]([CH:6]([C:7]2[CH:8]=[CH:9][N:10]=[CH:11][CH:12]=2)[CH:15]=[CH2:16])=[CH:4][CH:3]=1. (4) Given the reactants [Cl:1][C:2]1[CH:16]=[CH:15][C:5]([CH2:6][C:7]2[O:11][N:10]=[C:9]([C:12]([OH:14])=O)[CH:8]=2)=[CH:4][CH:3]=1.[O:17]1[CH2:21][CH2:20][CH:19]([CH2:22][NH2:23])[CH2:18]1.ON1C2C=CC=CC=2N=N1.Cl.C(N=C=NCCCN(C)C)C, predict the reaction product. The product is: [O:17]1[CH2:21][CH2:20][CH:19]([CH2:22][NH:23][C:12]([C:9]2[CH:8]=[C:7]([CH2:6][C:5]3[CH:4]=[CH:3][C:2]([Cl:1])=[CH:16][CH:15]=3)[O:11][N:10]=2)=[O:14])[CH2:18]1. (5) Given the reactants [NH2:1][C:2]1[N:10]=[CH:9][C:8]([Cl:11])=[CH:7][C:3]=1[C:4]([NH2:6])=[O:5].[Br:12][CH2:13][C:14]1[CH:15]=[C:16]([CH:19]=[C:20]([F:22])[CH:21]=1)[C:17]#[N:18], predict the reaction product. The product is: [BrH:12].[Cl:11][C:8]1[CH:7]=[C:3]([C:4]([NH2:6])=[O:5])[C:2](=[NH:1])[N:10]([CH2:13][C:14]2[CH:21]=[C:20]([F:22])[CH:19]=[C:16]([C:17]#[N:18])[CH:15]=2)[CH:9]=1. (6) Given the reactants [NH:1]1[C:9]2[C:4](=[CH:5][CH:6]=[C:7]([C:10]([OH:12])=O)[CH:8]=2)[CH:3]=[CH:2]1.N1C=CC(N)=CC=1.C(OC(OC(OC(C)(C)C)=O)=O)(C)(C)C.[CH3:35][N:36]([CH3:41])[S:37]([NH2:40])(=[O:39])=[O:38].N12CCCN=C1CCCCC2, predict the reaction product. The product is: [CH3:35][N:36]([CH3:41])[S:37]([NH:40][C:10]([C:7]1[CH:8]=[C:9]2[C:4]([CH:3]=[CH:2][NH:1]2)=[CH:5][CH:6]=1)=[O:12])(=[O:39])=[O:38]. (7) Given the reactants [CH3:1][S:2][C:3]1[CH:8]=[CH:7][C:6]([C:9]2[N:14]=[CH:13][C:12]([OH:15])=[CH:11][CH:10]=2)=[CH:5][CH:4]=1.CS(O[CH2:21][CH:22]1[CH2:27][CH2:26][N:25]([C:28]2[O:32][N:31]=[C:30]([CH:33]([CH3:35])[CH3:34])[N:29]=2)[CH2:24][CH2:23]1)(=O)=O.C([O-])([O-])=O.[K+].[K+].CN(C=O)C, predict the reaction product. The product is: [CH3:35][CH:33]([C:30]1[N:29]=[C:28]([N:25]2[CH2:24][CH2:23][CH:22]([CH2:21][O:15][C:12]3[CH:11]=[CH:10][C:9]([C:6]4[CH:5]=[CH:4][C:3]([S:2][CH3:1])=[CH:8][CH:7]=4)=[N:14][CH:13]=3)[CH2:27][CH2:26]2)[O:32][N:31]=1)[CH3:34].